From a dataset of Forward reaction prediction with 1.9M reactions from USPTO patents (1976-2016). Predict the product of the given reaction. (1) Given the reactants [OH:1][C@H:2]1[CH2:10][C:9]2[C:4](=[CH:5][CH:6]=[CH:7][CH:8]=2)[C@H:3]1[NH:11][C:12](=[O:17])[CH2:13][CH2:14][CH:15]=[CH2:16].[CH3:18][C@H:19]([CH2:23]C=C)[C:20](O)=[O:21], predict the reaction product. The product is: [CH3:18][C@H:19]1[C:20](=[O:21])[O:1][C@H:2]2[CH2:10][C:9]3[CH:8]=[CH:7][CH:6]=[CH:5][C:4]=3[C@H:3]2[NH:11][C:12](=[O:17])[CH2:13][CH2:14][CH:15]=[CH:16][CH2:23]1. (2) The product is: [F:1][C:2]1[CH:10]=[CH:9][C:5]([C:6]([NH:28][CH2:29][CH2:30][CH2:31][N:32]2[CH2:33][CH2:44][CH2:42][C:34]2=[O:23])=[O:8])=[CH:4][C:3]=1[N+:11]([O-:13])=[O:12]. Given the reactants [F:1][C:2]1[CH:10]=[CH:9][C:5]([C:6]([OH:8])=O)=[CH:4][C:3]=1[N+:11]([O-:13])=[O:12].C1C=CC2N([OH:23])N=NC=2C=1.CCN=C=[N:28][CH2:29][CH2:30][CH2:31][N:32]([CH3:34])[CH3:33].Cl.CCN([CH:42]([CH3:44])C)C(C)C, predict the reaction product. (3) Given the reactants [CH3:1][O:2][C:3]1[CH:4]=[C:5]([CH:7]=[C:8]([O:12][CH3:13])[C:9]=1[O:10][CH3:11])[NH2:6].CC1(C)C2C(=C(P(C3C=CC=CC=3)C3C=CC=CC=3)C=CC=2)OC2C(P(C3C=CC=CC=3)C3C=CC=CC=3)=CC=CC1=2.C([O-])([O-])=O.[Cs+].[Cs+].Cl[C:63]1[CH:68]=[C:67]([O:69][C:70]2[C:71]([C:77]3[CH:78]=[N:79][N:80]([CH3:82])[CH:81]=3)=[N:72][C:73]([CH3:76])=[CH:74][CH:75]=2)[CH:66]=[CH:65][N:64]=1, predict the reaction product. The product is: [CH3:76][C:73]1[N:72]=[C:71]([C:77]2[CH:78]=[N:79][N:80]([CH3:82])[CH:81]=2)[C:70]([O:69][C:67]2[CH:66]=[CH:65][N:64]=[C:63]([NH:6][C:5]3[CH:7]=[C:8]([O:12][CH3:13])[C:9]([O:10][CH3:11])=[C:3]([O:2][CH3:1])[CH:4]=3)[CH:68]=2)=[CH:75][CH:74]=1. (4) Given the reactants [NH2:1][CH2:2][C@@H:3]1[CH2:8][CH2:7][C@H:6]([NH:9]C(=O)OCC2C=CC=CC=2)[CH2:5][CH2:4]1.[OH-].[Na+].[C:22](O[C:22]([O:24][C:25]([CH3:28])([CH3:27])[CH3:26])=[O:23])([O:24][C:25]([CH3:28])([CH3:27])[CH3:26])=[O:23], predict the reaction product. The product is: [NH2:9][C@@H:6]1[CH2:5][CH2:4][C@H:3]([CH2:2][NH:1][C:22](=[O:23])[O:24][C:25]([CH3:28])([CH3:27])[CH3:26])[CH2:8][CH2:7]1. (5) Given the reactants [CH3:1][N:2]1[C:7]([C:8]([F:11])([F:10])[F:9])=[CH:6][C:5](=[O:12])[N:4]([C:13]2[CH:14]=[CH:15][C:16]3[S:20][N:19]=[C:18]([C:21]([NH:23][CH:24]([CH2:28]O)[CH:25]([CH3:27])[CH3:26])=[O:22])[C:17]=3[CH:30]=2)[C:3]1=[O:31].S(Cl)([Cl:34])=O, predict the reaction product. The product is: [Cl:34][CH2:28][CH:24]([NH:23][C:21]([C:18]1[C:17]2[CH:30]=[C:13]([N:4]3[C:5](=[O:12])[CH:6]=[C:7]([C:8]([F:11])([F:10])[F:9])[N:2]([CH3:1])[C:3]3=[O:31])[CH:14]=[CH:15][C:16]=2[S:20][N:19]=1)=[O:22])[CH:25]([CH3:27])[CH3:26]. (6) Given the reactants [O:1]=[C:2]1[C:7]([C:8]2[CH:13]=[CH:12][CH:11]=[CH:10][CH:9]=2)=[CH:6][NH:5][CH:4]=[C:3]1[C:14]([O:16]CC)=[O:15].[OH-].[Na+].Cl, predict the reaction product. The product is: [O:1]=[C:2]1[C:7]([C:8]2[CH:13]=[CH:12][CH:11]=[CH:10][CH:9]=2)=[CH:6][NH:5][CH:4]=[C:3]1[C:14]([OH:16])=[O:15].